This data is from Forward reaction prediction with 1.9M reactions from USPTO patents (1976-2016). The task is: Predict the product of the given reaction. (1) Given the reactants [Si:1]([O:8][C:9]1[CH:14]=[CH:13][C:12]([C:15]([CH:21]2[CH2:25][CH2:24][CH2:23][CH2:22]2)([CH3:20])[C:16]([O:18][CH3:19])=[O:17])=[CH:11][CH:10]=1)([C:4]([CH3:7])([CH3:6])[CH3:5])([CH3:3])[CH3:2].OC1[CH2:32][CH2:31][N:30]([CH3:33])[CH2:29][CH2:28]1, predict the reaction product. The product is: [Si:1]([O:8][C:9]1[CH:10]=[CH:11][C:12]([C:15]([CH:21]2[CH2:25][CH2:24][CH2:23][CH2:22]2)([CH3:20])[C:16]([O:18][CH:19]2[CH2:32][CH2:31][N:30]([CH3:33])[CH2:29][CH2:28]2)=[O:17])=[CH:13][CH:14]=1)([C:4]([CH3:7])([CH3:5])[CH3:6])([CH3:3])[CH3:2]. (2) The product is: [CH:16]([C:14]1[N:15]=[C:8]2[C:7]([N:4]3[CH2:3][CH2:2][O:1][CH2:6][CH2:5]3)=[CH:12][CH:11]=[N:10][N:9]2[C:13]=1[C:19]1[CH:20]=[C:21]([CH:24]=[CH:25][CH:26]=1)[C:22]#[N:23])=[O:17]. Given the reactants [O:1]1[CH2:6][CH2:5][N:4]([C:7]2[C:8]3[N:9]([CH:13]=[C:14]([CH:16]=[O:17])[N:15]=3)[N:10]=[CH:11][CH:12]=2)[CH2:3][CH2:2]1.Br[C:19]1[CH:20]=[C:21]([CH:24]=[CH:25][CH:26]=1)[C:22]#[N:23].C1C=CC(P(C2C=CC=CC=2)C2C=CC=CC=2)=CC=1.CC([O-])=O.[K+], predict the reaction product. (3) Given the reactants F[C:2]1[CH:7]=[CH:6][C:5]([N+:8]([O-:10])=[O:9])=[CH:4][CH:3]=1.C(N(CC)CC)C.[NH:18]1[CH2:23][CH2:22][O:21][CH2:20][CH2:19]1, predict the reaction product. The product is: [N+:8]([C:5]1[CH:6]=[CH:7][C:2]([N:18]2[CH2:23][CH2:22][O:21][CH2:20][CH2:19]2)=[CH:3][CH:4]=1)([O-:10])=[O:9]. (4) Given the reactants [CH3:1][C:2]1([CH3:10])[C:5](=[O:6])[C:4]([CH3:8])([CH3:7])[C:3]1=[O:9].C(O)(=O)C(C)C, predict the reaction product. The product is: [CH3:7][C:4]1([CH3:8])[CH:5]([OH:6])[C:2]([CH3:10])([CH3:1])[CH:3]1[OH:9]. (5) Given the reactants [Cl:1][C:2]1[CH:3]=[C:4]([CH:9]2[CH2:13][N:12]([C:14]([O:16][C:17]([CH3:20])([CH3:19])[CH3:18])=[O:15])[CH:11](OC)[CH2:10]2)[CH:5]=[C:6]([Cl:8])[CH:7]=1.[BH4-].[Na+].[OH-].[Na+], predict the reaction product. The product is: [C:17]([O:16][C:14]([N:12]1[CH2:11][CH2:10][CH:9]([C:4]2[CH:5]=[C:6]([Cl:8])[CH:7]=[C:2]([Cl:1])[CH:3]=2)[CH2:13]1)=[O:15])([CH3:20])([CH3:18])[CH3:19]. (6) Given the reactants [O:1]=[C:2]1[C:11]2[C:6](=[CH:7][CH:8]=[CH:9][CH:10]=2)[C:5]([CH2:12][C:13]2[CH:14]=[C:15]([CH:19]=[CH:20][CH:21]=2)[C:16](O)=[O:17])=[N:4][NH:3]1.[NH:22]1[CH2:32][CH2:31][CH:25]([C:26]([O:28]CC)=[O:27])[CH2:24][CH2:23]1.F[P-](F)(F)(F)(F)F.N1(OC(N(C)C)=[N+](C)C)C2C=CC=CC=2N=N1.C(N(CC)C(C)C)(C)C.[OH-].[Na+], predict the reaction product. The product is: [O:1]=[C:2]1[C:11]2[C:6](=[CH:7][CH:8]=[CH:9][CH:10]=2)[C:5]([CH2:12][C:13]2[CH:14]=[C:15]([CH:19]=[CH:20][CH:21]=2)[C:16]([N:22]2[CH2:23][CH2:24][CH:25]([C:26]([OH:28])=[O:27])[CH2:31][CH2:32]2)=[O:17])=[N:4][NH:3]1. (7) Given the reactants [OH:1][C@@H:2]1[CH2:10][C:9]2[C:4](=[CH:5][CH:6]=[CH:7][CH:8]=2)[C@@H:3]1[NH:11][C:12]([C:14]1[CH:19]=[CH:18][CH:17]=[C:16]([C:20]2[C:28]3[C:23](=[CH:24][CH:25]=[C:26]([C:29]4[N:33]=[CH:32][N:31](C(C5C=CC=CC=5)(C5C=CC=CC=5)C5C=CC=CC=5)[N:30]=4)[CH:27]=3)[N:22](C3CCCCO3)[N:21]=2)[CH:15]=1)=[O:13].Cl.C(=O)(O)[O-].[Na+], predict the reaction product. The product is: [NH:30]1[C:29]([C:26]2[CH:27]=[C:28]3[C:23](=[CH:24][CH:25]=2)[NH:22][N:21]=[C:20]3[C:16]2[CH:15]=[C:14]([C:12]([NH:11][C@H:3]3[C:4]4[C:9](=[CH:8][CH:7]=[CH:6][CH:5]=4)[CH2:10][C@H:2]3[OH:1])=[O:13])[CH:19]=[CH:18][CH:17]=2)=[N:33][CH:32]=[N:31]1. (8) Given the reactants [CH:1]1([CH2:6][C@H:7]([CH2:26][C:27](=[O:37])[NH:28][O:29]CC2C=CC=CC=2)[C:8]([N:10]2[C@H:14]([C:15]([NH:17][C:18]3[CH:23]=[CH:22][C:21]([F:24])=[CH:20][N+:19]=3[O-:25])=[O:16])[CH2:13][CH:12]=[N:11]2)=[O:9])[CH2:5][CH2:4][CH2:3][CH2:2]1, predict the reaction product. The product is: [CH:1]1([CH2:6][C@H:7]([CH2:26][C:27]([NH:28][OH:29])=[O:37])[C:8]([N:10]2[C@H:14]([C:15]([NH:17][C:18]3[CH:23]=[CH:22][C:21]([F:24])=[CH:20][N+:19]=3[O-:25])=[O:16])[CH2:13][CH:12]=[N:11]2)=[O:9])[CH2:2][CH2:3][CH2:4][CH2:5]1. (9) Given the reactants [C:1](Cl)(=[O:10])[O:2][CH2:3][C:4]1[CH:9]=[CH:8][CH:7]=[CH:6][CH:5]=1.Cl.[CH2:13]([O:20][CH2:21][CH:22]([NH2:25])[CH:23]=[CH2:24])[C:14]1[CH:19]=[CH:18][CH:17]=[CH:16][CH:15]=1.CCN(C(C)C)C(C)C, predict the reaction product. The product is: [CH2:13]([O:20][CH2:21][CH:22]([NH:25][C:1](=[O:10])[O:2][CH2:3][C:4]1[CH:9]=[CH:8][CH:7]=[CH:6][CH:5]=1)[CH:23]=[CH2:24])[C:14]1[CH:19]=[CH:18][CH:17]=[CH:16][CH:15]=1. (10) Given the reactants [CH2:1]([CH2:3][NH2:4])[OH:2].[OH:5][CH:6]([C:13]1[CH:18]=[CH:17][C:16]([C:19]2[N:23]=[C:22]([C:24]3[CH:29]=[C:28]([CH3:30])[N:27]=[C:26]([NH:31][CH:32]([CH3:34])[CH3:33])[N:25]=3)[O:21][N:20]=2)=[CH:15][CH:14]=1)[CH2:7]OS(C)(=O)=O, predict the reaction product. The product is: [OH:2][CH2:1][CH2:3][NH:4][CH2:7][CH:6]([C:13]1[CH:18]=[CH:17][C:16]([C:19]2[N:23]=[C:22]([C:24]3[CH:29]=[C:28]([CH3:30])[N:27]=[C:26]([NH:31][CH:32]([CH3:34])[CH3:33])[N:25]=3)[O:21][N:20]=2)=[CH:15][CH:14]=1)[OH:5].